Dataset: Forward reaction prediction with 1.9M reactions from USPTO patents (1976-2016). Task: Predict the product of the given reaction. (1) Given the reactants CC1(C)C(C)(C)OB([C:9]2[CH:10]=[N:11][N:12]3[CH:17]=[CH:16][N:15]=[CH:14][C:13]=23)O1.[Cl:19][C:20]1[N:25]=[C:24](C2C=NN3C=CC=CC=23)[CH:23]=[N:22][CH:21]=1, predict the reaction product. The product is: [Cl:19][C:20]1[N:25]=[C:24]([C:9]2[CH:10]=[N:11][N:12]3[CH:17]=[CH:16][N:15]=[CH:14][C:13]=23)[CH:23]=[N:22][CH:21]=1. (2) Given the reactants [CH2:1]([O:3][C:4](=[O:25])[CH2:5][CH:6]1[O:10][B:9]([OH:11])[C:8]2[CH:12]=[C:13]([O:17][C:18]3[CH:23]=[CH:22][CH:21]=[C:20]([OH:24])[CH:19]=3)[CH:14]=[C:15]([CH3:16])[C:7]1=2)[CH3:2].[C:26]([O:30][C:31](=[O:37])[NH:32][CH2:33][CH2:34][CH2:35]Br)([CH3:29])([CH3:28])[CH3:27].[H-].[Na+].[NH4+].[Cl-].Cl, predict the reaction product. The product is: [CH2:1]([O:3][C:4](=[O:25])[CH2:5][CH:6]1[O:10][B:9]([OH:11])[C:8]2[CH:12]=[C:13]([O:17][C:18]3[CH:23]=[CH:22][CH:21]=[C:20]([O:24][CH2:35][CH2:34][CH2:33][NH:32][C:31]([O:30][C:26]([CH3:27])([CH3:29])[CH3:28])=[O:37])[CH:19]=3)[CH:14]=[C:15]([CH3:16])[C:7]1=2)[CH3:2].